This data is from Forward reaction prediction with 1.9M reactions from USPTO patents (1976-2016). The task is: Predict the product of the given reaction. (1) Given the reactants [S:1]1[C:5]2=[N:6][CH:7]=[CH:8][CH:9]=[C:4]2[C:3](=[O:10])[NH:2]1.I[CH2:12][C:13]([N:15]1[CH2:20][CH2:19][N:18]([C:21]([O:23][C:24]([CH3:27])([CH3:26])[CH3:25])=[O:22])[CH2:17][CH2:16]1)=[O:14].C([O-])([O-])=O.[Cs+].[Cs+].CCN(CC)CC, predict the reaction product. The product is: [O:10]=[C:3]1[C:4]2[C:5](=[N:6][CH:7]=[CH:8][CH:9]=2)[S:1][N:2]1[CH2:12][C:13]([N:15]1[CH2:20][CH2:19][N:18]([C:21]([O:23][C:24]([CH3:27])([CH3:26])[CH3:25])=[O:22])[CH2:17][CH2:16]1)=[O:14]. (2) Given the reactants C(Cl)(=O)C(Cl)=O.CS(C)=O.[Cl:11][C:12]1[CH:17]=[CH:16][C:15]([C:18]2[N:22]([C:23]3[CH:28]=[CH:27][CH:26]=[CH:25][C:24]=3[Cl:29])[N:21]=[C:20]([CH2:30][OH:31])[C:19]=2[CH3:32])=[CH:14][CH:13]=1.C(N(CC)CC)C, predict the reaction product. The product is: [Cl:11][C:12]1[CH:13]=[CH:14][C:15]([C:18]2[N:22]([C:23]3[CH:28]=[CH:27][CH:26]=[CH:25][C:24]=3[Cl:29])[N:21]=[C:20]([CH:30]=[O:31])[C:19]=2[CH3:32])=[CH:16][CH:17]=1. (3) Given the reactants [C:1]([O:5][C:6]([N:8]1[CH2:14][C@@H:13](C(O)=O)[C@H:12]([C:18]2[CH:23]=[CH:22][C:21]([Cl:24])=[C:20]([Cl:25])[CH:19]=2)[O:11][CH2:10][CH2:9]1)=[O:7])([CH3:4])([CH3:3])[CH3:2].C1(P(N=[N+]=[N-])(C2C=CC=CC=2)=[O:33])C=CC=CC=1.C([N:45]([CH2:48]C)CC)C.[CH3:50][Si:51]([CH3:56])([CH3:55])[CH2:52][CH2:53][OH:54], predict the reaction product. The product is: [Cl:25][C:20]1[CH:19]=[C:18]([C@@H:12]2[O:11][CH2:10][CH2:9][N:8]([C:6]([O:5][C:1]([CH3:4])([CH3:3])[CH3:2])=[O:7])[CH2:14][C@H:13]2[NH:45][C:48]([O:54][CH2:53][CH2:52][Si:51]([CH3:56])([CH3:55])[CH3:50])=[O:33])[CH:23]=[CH:22][C:21]=1[Cl:24].